This data is from Full USPTO retrosynthesis dataset with 1.9M reactions from patents (1976-2016). The task is: Predict the reactants needed to synthesize the given product. (1) Given the product [CH2:1]([NH:5][C:6]1[N:14]=[C:13]2[C:9]([N:10]=[C:11]([O:19][CH3:20])[N:12]2[CH2:15][CH2:16][CH2:17][N:26]2[CH2:27][CH2:28][N:23]([CH3:22])[CH2:24][CH2:25]2)=[C:8]([NH2:21])[N:7]=1)[CH2:2][CH2:3][CH3:4], predict the reactants needed to synthesize it. The reactants are: [CH2:1]([NH:5][C:6]1[N:14]=[C:13]2[C:9]([N:10]=[C:11]([O:19][CH3:20])[N:12]2[CH2:15][CH2:16][CH2:17]Cl)=[C:8]([NH2:21])[N:7]=1)[CH2:2][CH2:3][CH3:4].[CH3:22][N:23]1[CH2:28][CH2:27][NH:26][CH2:25][CH2:24]1.C(N(CC)C(C)C)(C)C. (2) The reactants are: Cl.Cl.[CH3:3][N:4]1[CH2:9][CH2:8][CH:7]([CH2:10][O:11][C:12]2[CH:13]=[C:14]([NH2:18])[CH:15]=[CH:16][CH:17]=2)[CH2:6][CH2:5]1.Cl[C:20]1[N:25]=[C:24]([C:26]2[C:27]([C:32]3[CH:37]=[CH:36][C:35]([CH3:38])=[CH:34][CH:33]=3)=[N:28][N:29]([CH3:31])[CH:30]=2)[CH:23]=[CH:22][N:21]=1. Given the product [CH3:3][N:4]1[CH2:9][CH2:8][CH:7]([CH2:10][O:11][C:12]2[CH:13]=[C:14]([NH:18][C:20]3[N:25]=[C:24]([C:26]4[C:27]([C:32]5[CH:33]=[CH:34][C:35]([CH3:38])=[CH:36][CH:37]=5)=[N:28][N:29]([CH3:31])[CH:30]=4)[CH:23]=[CH:22][N:21]=3)[CH:15]=[CH:16][CH:17]=2)[CH2:6][CH2:5]1, predict the reactants needed to synthesize it. (3) Given the product [O:20]=[C:19]1[C:4]2[C:3](=[CH:8][CH:7]=[CH:6][C:5]=2[C:9]2[CH:14]=[CH:13][C:12]([C:15]([F:16])([F:17])[F:18])=[CH:11][CH:10]=2)[CH2:2][N:23]1[C:24]1[CH:25]=[C:26]([C:30]([O:32][CH3:33])=[O:31])[N:27]([CH3:29])[CH:28]=1, predict the reactants needed to synthesize it. The reactants are: Br[CH2:2][C:3]1[CH:8]=[CH:7][CH:6]=[C:5]([C:9]2[CH:14]=[CH:13][C:12]([C:15]([F:18])([F:17])[F:16])=[CH:11][CH:10]=2)[C:4]=1[C:19](OC)=[O:20].[NH2:23][C:24]1[CH:25]=[C:26]([C:30]([O:32][CH3:33])=[O:31])[N:27]([CH3:29])[CH:28]=1. (4) Given the product [CH:33]1[CH:32]=[CH:31][C:30]([P:23]([C:24]2[CH:29]=[CH:28][CH:27]=[CH:26][CH:25]=2)[C:17]2[CH:22]=[CH:21][CH:20]=[CH:19][CH:18]=2)=[CH:35][CH:34]=1.[CH:30]1([P:23]([CH:17]2[CH2:18][CH2:19][CH2:20][CH2:21][CH2:22]2)[CH:24]2[CH2:29][CH2:28][CH2:27][CH2:26][CH2:25]2)[CH2:31][CH2:32][CH2:33][CH2:34][CH2:35]1, predict the reactants needed to synthesize it. The reactants are: F[B-](F)(F)F.C[Si]([N-][Si](C)(C)C)(C)C.[K+].[SH3+].[CH:17]1([P:23]([CH:30]2[CH2:35][CH2:34][CH2:33][CH2:32][CH2:31]2)[CH:24]2[CH2:29][CH2:28][CH2:27][CH2:26][CH2:25]2)[CH2:22][CH2:21][CH2:20][CH2:19][CH2:18]1. (5) Given the product [CH2:14]([O:11][C:3]1[C:2]([Br:1])=[CH:9][C:6]([C:7]#[N:8])=[C:5]([Cl:10])[CH:4]=1)[CH:13]=[CH2:12], predict the reactants needed to synthesize it. The reactants are: [Br:1][C:2]1[C:3]([OH:11])=[CH:4][C:5]([Cl:10])=[C:6]([CH:9]=1)[C:7]#[N:8].[CH2:12](Br)[CH:13]=[CH2:14].C([O-])([O-])=O.[K+].[K+]. (6) Given the product [N:4]1[CH:5]=[CH:6][CH:7]=[CH:8][C:3]=1[C:1]([NH2:2])=[O:9], predict the reactants needed to synthesize it. The reactants are: [C:1]([C:3]1[CH:8]=[CH:7][CH:6]=[CH:5][N:4]=1)#[N:2].[OH2:9]. (7) Given the product [CH3:1][N:2]1[CH:7]2[CH2:8][CH2:9][CH:3]1[CH2:4][CH:5]([N:16]1[CH:15]=[C:14]([N+:11]([O-:13])=[O:12])[CH:18]=[N:17]1)[CH2:6]2, predict the reactants needed to synthesize it. The reactants are: [CH3:1][N:2]1[CH:7]2[CH2:8][CH2:9][CH:3]1[CH2:4][CH:5](O)[CH2:6]2.[N+:11]([C:14]1[CH:15]=[N:16][NH:17][CH:18]=1)([O-:13])=[O:12].C1(P(C2C=CC=CC=2)C2C=CC=CC=2)C=CC=CC=1.CC(OC(/N=N/C(OC(C)(C)C)=O)=O)(C)C. (8) The reactants are: [CH2:1]([S:3]([C:6]1[CH:7]=[C:8]([C:28]([OH:30])=O)[C:9]2[NH:13][C:12]([NH:14][C:15]([C:17]3[N:18]=[CH:19][C:20]4[C:25]([CH:26]=3)=[CH:24][CH:23]=[CH:22][CH:21]=4)=[O:16])=[N:11][C:10]=2[CH:27]=1)(=[O:5])=[O:4])[CH3:2].CN(C(ON1N=NC2C=CC=CC1=2)=[N+](C)C)C.F[P-](F)(F)(F)(F)F.CCN(C(C)C)C(C)C.S(O)(O)(=O)=O.[NH2:69][C:70]1[NH:71][CH:72]=[CH:73][N:74]=1. Given the product [CH2:1]([S:3]([C:6]1[CH:7]=[C:8]([C:28](=[O:30])[NH:69][C:70]2[NH:71][CH:72]=[CH:73][N:74]=2)[C:9]2[NH:13][C:12]([NH:14][C:15]([C:17]3[N:18]=[CH:19][C:20]4[C:25]([CH:26]=3)=[CH:24][CH:23]=[CH:22][CH:21]=4)=[O:16])=[N:11][C:10]=2[CH:27]=1)(=[O:5])=[O:4])[CH3:2], predict the reactants needed to synthesize it. (9) Given the product [S:24]1[C:23]([CH2:4][C:5]2[CH:10]=[C:9]([Br:11])[CH:8]=[CH:7][C:6]=2[CH2:12][CH3:13])=[CH:22][C:20]2[CH:21]=[CH:16][CH:17]=[CH:18][C:19]1=2, predict the reactants needed to synthesize it. The reactants are: CON(C)[C:4](=O)[C:5]1[CH:10]=[C:9]([Br:11])[CH:8]=[CH:7][C:6]=1[CH2:12][CH3:13].[CH:16]1[CH:17]=[CH:18][C:19]2[S:24][CH:23]=[CH:22][C:20]=2[CH:21]=1. (10) Given the product [NH:39]1[CH2:40][CH2:41][CH2:42][CH:36]([NH:35][C:27]2[CH:28]=[C:29]3[C:24]([O:23][C:22]4[C:21]([C:16]5[NH:17][C:18](=[O:20])[CH:19]=[C:14]([N:11]6[CH2:12][CH2:13][O:8][CH2:9][CH2:10]6)[CH:15]=5)=[CH:34][CH:33]=[CH:32][C:31]=4[CH2:30]3)=[CH:25][CH:26]=2)[CH2:37][CH2:38]1, predict the reactants needed to synthesize it. The reactants are: Cl.O1CCOCC1.[O:8]1[CH2:13][CH2:12][N:11]([C:14]2[CH:15]=[C:16]([C:21]3[CH:34]=[CH:33][CH:32]=[C:31]4[C:22]=3[O:23][C:24]3[CH:25]=[CH:26][C:27]([NH:35][CH:36]5[CH2:42][CH2:41][CH2:40][N:39](C(OC(C)(C)C)=O)[CH2:38][CH2:37]5)=[CH:28][C:29]=3[CH2:30]4)[NH:17][C:18](=[O:20])[CH:19]=2)[CH2:10][CH2:9]1.C(=O)([O-])O.[Na+].